This data is from Forward reaction prediction with 1.9M reactions from USPTO patents (1976-2016). The task is: Predict the product of the given reaction. (1) Given the reactants [Cl:1][C:2]1[CH:7]=[CH:6][CH:5]=[CH:4][C:3]=1[C:8]1[C:17]([CH:18]([N:20]2[C:28](=[O:29])C3C(=CC=CC=3)C2=O)[CH3:19])=[CH:16][C:15]2[C:10](=[CH:11][C:12]([F:31])=[CH:13][CH:14]=2)[N:9]=1.C([OH:34])C.O.NN.[CH2:38]([Cl:40])[Cl:39], predict the reaction product. The product is: [CH2:38]([Cl:40])[Cl:39].[CH3:28][OH:29].[NH4+:9].[OH-:34].[Cl:1][C:2]1[CH:7]=[CH:6][CH:5]=[CH:4][C:3]=1[C:8]1[C:17]([CH:18]([NH2:20])[CH3:19])=[CH:16][C:15]2[C:10](=[CH:11][C:12]([F:31])=[CH:13][CH:14]=2)[N:9]=1. (2) Given the reactants [H-].C([Al+]CC(C)C)C(C)C.C(O[C:14](=O)[CH:15]([CH:21]([CH3:23])[CH3:22])[C:16]([O:18][CH2:19][CH3:20])=[O:17])C.[F:25][C:26]1[CH:33]=[CH:32][C:29]([CH2:30][NH2:31])=[CH:28][CH:27]=1.C([BH3-])#N.[Na+], predict the reaction product. The product is: [CH2:19]([O:18][C:16](=[O:17])[CH:15]([CH2:14][NH:31][CH2:30][C:29]1[CH:32]=[CH:33][C:26]([F:25])=[CH:27][CH:28]=1)[CH:21]([CH3:22])[CH3:23])[CH3:20]. (3) Given the reactants [CH3:1][O:2][N:3]=[C:4]([CH2:19][O:20][C:21]1[CH:26]=[CH:25][CH:24]=[C:23]([C:27]([F:30])([F:29])[F:28])[CH:22]=1)[CH2:5][N:6]1[C:10]2[CH:11]=[C:12]([CH3:18])[C:13]([N+:15]([O-])=O)=[CH:14][C:9]=2[N:8]=[CH:7]1, predict the reaction product. The product is: [CH3:1][O:2][N:3]=[C:4]([CH2:19][O:20][C:21]1[CH:26]=[CH:25][CH:24]=[C:23]([C:27]([F:30])([F:29])[F:28])[CH:22]=1)[CH2:5][N:6]1[C:10]2[CH:11]=[C:12]([CH3:18])[C:13]([NH2:15])=[CH:14][C:9]=2[N:8]=[CH:7]1. (4) Given the reactants N(C(OCC)=O)=NC(OCC)=O.[C:13]1([CH:19]2[O:24][CH2:23][CH:22]([OH:25])[CH2:21][O:20]2)[CH:18]=[CH:17][CH:16]=[CH:15][CH:14]=1.C1(P(C2C=CC=CC=2)C2C=CC=CC=2)C=CC=CC=1.O[N:46]1[C:50](=[O:51])[C:49]2=[CH:52][CH:53]=[CH:54][CH:55]=[C:48]2[C:47]1=[O:56], predict the reaction product. The product is: [C:13]1([CH:19]2[O:24][CH2:23][CH:22]([O:25][N:46]3[C:50](=[O:51])[C:49]4[C:48](=[CH:55][CH:54]=[CH:53][CH:52]=4)[C:47]3=[O:56])[CH2:21][O:20]2)[CH:14]=[CH:15][CH:16]=[CH:17][CH:18]=1. (5) Given the reactants Cl[C:2]1[CH:7]=[CH:6][N:5]2[C:8]([C:11]([NH:13][C:14]3[CH:22]=[CH:21][CH:20]=[C:19]4[C:15]=3[C:16]([CH3:33])=[N:17][N:18]4[CH2:23][C:24]3[CH:29]=[CH:28][CH:27]=[C:26]([CH:30]([CH3:32])[CH3:31])[N:25]=3)=[O:12])=[CH:9][N:10]=[C:4]2[CH:3]=1.[CH3:34][C@@H:35]1[N:40]([CH3:41])[CH2:39][CH2:38][N:37]([CH2:42][CH2:43][OH:44])[CH2:36]1.[CH3:45][C@H:46]1N(C)[C@@H](C)CN(CCO)C1, predict the reaction product. The product is: [CH:30]1([C:26]2[N:25]=[C:24]([CH2:23][N:18]3[C:19]4[C:15](=[C:14]([NH:13][C:11]([C:8]5[N:5]6[CH:6]=[CH:7][C:2]([O:44][CH2:43][CH2:42][N:37]7[CH2:38][CH2:39][N:40]([CH3:41])[C@@H:35]([CH3:34])[CH2:36]7)=[CH:3][C:4]6=[N:10][CH:9]=5)=[O:12])[CH:22]=[CH:21][CH:20]=4)[C:16]([CH3:33])=[N:17]3)[CH:29]=[CH:28][CH:27]=2)[CH2:32][CH2:46][CH2:45][CH2:31]1.